From a dataset of Reaction yield outcomes from USPTO patents with 853,638 reactions. Predict the reaction yield, written as a fraction of the theoretical maximum amount of product (1.0 means a 100% yield; for example, 0.34 means a 34% yield). (1) The reactants are Br[C:2]1[CH:3]=[C:4]([CH2:8][C:9]([O:11][CH2:12][CH3:13])=[O:10])[CH:5]=[CH:6][CH:7]=1.O.[F-].C([N+](CCCC)(CCCC)CCCC)CCC.[CH:33]#[C:34][CH2:35][CH2:36][CH3:37]. The catalyst is Cl[Pd](Cl)([P](C1C=CC=CC=1)(C1C=CC=CC=1)C1C=CC=CC=1)[P](C1C=CC=CC=1)(C1C=CC=CC=1)C1C=CC=CC=1.O. The product is [C:33]([C:2]1[CH:3]=[C:4]([CH2:8][C:9]([O:11][CH2:12][CH3:13])=[O:10])[CH:5]=[CH:6][CH:7]=1)#[C:34][CH2:35][CH2:36][CH3:37]. The yield is 0.790. (2) The reactants are [N:1]([C:4]1[CH:11]=[CH:10][C:7]([C:8]#[N:9])=[C:6]([C:12]([F:15])([F:14])[F:13])[CH:5]=1)=[C:2]=[S:3].[CH3:16][O:17][C:18](=[O:31])[C:19]1[CH:24]=[CH:23][C:22]([NH:25][C:26]([C:29]#N)([CH3:28])[CH3:27])=[CH:21][CH:20]=1.C[OH:33].Cl. The catalyst is CN(C=O)C.O. The product is [CH3:16][O:17][C:18](=[O:31])[C:19]1[CH:24]=[CH:23][C:22]([N:25]2[C:26]([CH3:27])([CH3:28])[C:29](=[O:33])[N:1]([C:4]3[CH:11]=[CH:10][C:7]([C:8]#[N:9])=[C:6]([C:12]([F:13])([F:15])[F:14])[CH:5]=3)[C:2]2=[S:3])=[CH:21][CH:20]=1. The yield is 0.630. (3) The reactants are [CH3:1][C:2]1([CH3:9])[O:6][CH:5]([CH2:7][OH:8])[CH2:4][O:3]1.C(=O)([O-])[O-].[K+].[K+].[CH3:16][CH:17]([CH2:25][CH2:26][CH2:27][CH:28]([CH3:35])[CH2:29][CH2:30][CH2:31][CH:32]([CH3:34])[CH3:33])[CH2:18][CH2:19][CH2:20][C:21](OC)=[O:22]. The catalyst is CO. The product is [CH3:16][CH:17]([CH2:25][CH2:26][CH2:27][CH:28]([CH3:35])[CH2:29][CH2:30][CH2:31][CH:32]([CH3:34])[CH3:33])[CH2:18][CH2:19][CH2:20][C:21]([O:8][CH2:7][CH:5]1[CH2:4][O:3][C:2]([CH3:9])([CH3:1])[O:6]1)=[O:22]. The yield is 0.630. (4) The product is [CH:1]1([C:7]2[C:15]3[C:10](=[CH:11][C:12]([C:16]([OH:18])=[O:17])=[CH:13][CH:14]=3)[N:9]([CH2:19][C:20]([N:22]3[CH2:27][CH2:26][O:25][CH2:24][CH2:23]3)=[O:21])[C:8]=2[C:28]2[CH:33]=[CH:32][C:31]([C:34]3[C:39]([F:76])=[N:40][CH:37]=[CH:36][CH:35]=3)=[CH:30][CH:29]=2)[CH2:6][CH2:5][CH2:4][CH2:3][CH2:2]1. The reactants are [CH:1]1([C:7]2[C:15]3[C:10](=[CH:11][C:12]([C:16]([OH:18])=[O:17])=[CH:13][CH:14]=3)[N:9]([CH2:19][C:20]([N:22]3[CH2:27][CH2:26][O:25][CH2:24][CH2:23]3)=[O:21])[C:8]=2[C:28]2[CH:33]=[CH:32][C:31]([C:34]3[CH:39]=C[C:37]([N:40](C)C)=[CH:36][CH:35]=3)=[CH:30][CH:29]=2)[CH2:6][CH2:5][CH2:4][CH2:3][CH2:2]1.COC(C1C=C2C(C(C3CCCCC3)=C(C3C=CC(OS(C(F)(F)[F:76])(=O)=O)=CC=3)N2CC(N2CCOCC2)=O)=CC=1)=O.FC1C(B(O)O)=CC=CN=1. The yield is 0.260. No catalyst specified. (5) The reactants are [CH3:1][C@@H:2]([CH2:8][CH2:9][CH2:10][C:11]([CH3:14])([OH:13])[CH3:12])[CH2:3][CH2:4][CH2:5][CH2:6][OH:7].CC(OI1(OC(C)=O)(OC(C)=O)OC(=O)C2C=CC=CC1=2)=O.S([O-])([O-])(=O)=S.[Na+].[Na+].C([O-])(O)=O.[Na+]. The catalyst is C(Cl)Cl. The product is [OH:13][C:11]([CH3:12])([CH3:14])[CH2:10][CH2:9][CH2:8][CH:2]([CH3:1])[CH2:3][CH2:4][CH2:5][CH:6]=[O:7]. The yield is 0.670. (6) The reactants are [CH3:1][O:2][C:3]([C:5]1[CH:6]=[CH:7][C:8]([C:11]([OH:13])=O)=[N:9][CH:10]=1)=[O:4].Cl.Cl.[CH3:16][O:17][C:18]1[CH:30]=[CH:29][C:21]([CH2:22][N:23]2[CH2:28][CH2:27][CH2:26][CH2:25][CH2:24]2)=[CH:20][CH:19]=1.C([N:33](CC)CC)C.CN(C(ON1N=NC2C=CC=NC1=2)=[N+](C)C)C.F[P-](F)(F)(F)(F)F. The catalyst is CN(C)C=O. The product is [CH3:16][O:17][C:18]1[CH:19]=[CH:20][C:21]([CH2:22][N:23]2[CH2:28][CH2:27][CH:26]([NH:33][C:11]([C:8]3[CH:7]=[CH:6][C:5]([C:3]([O:2][CH3:1])=[O:4])=[CH:10][N:9]=3)=[O:13])[CH2:25][CH2:24]2)=[CH:29][CH:30]=1. The yield is 0.840. (7) The reactants are [Br:1][CH2:2][C@@H:3]([C:5]1[CH:10]=[CH:9][C:8]([O:11][CH2:12][C:13]2[CH:18]=[CH:17][CH:16]=[CH:15][CH:14]=2)=[C:7]([NH:19][CH:20]=[O:21])[CH:6]=1)[OH:4].N1C=CN=C1.[Si:27](Cl)([C:30]([CH3:33])([CH3:32])[CH3:31])([CH3:29])[CH3:28]. The catalyst is CN(C)C=O.C(OC(C)C)(=O)C. The yield is 0.680. The product is [CH2:12]([O:11][C:8]1[CH:9]=[CH:10][C:5]([C@@H:3]([O:4][Si:27]([C:30]([CH3:33])([CH3:32])[CH3:31])([CH3:29])[CH3:28])[CH2:2][Br:1])=[CH:6][C:7]=1[NH:19][CH:20]=[O:21])[C:13]1[CH:14]=[CH:15][CH:16]=[CH:17][CH:18]=1. (8) The reactants are [Cl:1][C:2]1[CH:8]=[CH:7][C:5]([NH2:6])=[C:4]([F:9])[CH:3]=1.[N:10]([O-])=O.[Na+].C([O-])(=O)C.[Na+].[C:19]([CH2:22][C:23](=[O:25])[CH3:24])(=[O:21])[CH3:20]. The catalyst is C(O)(=O)C.Cl.O. The product is [Cl:1][C:2]1[CH:8]=[CH:7][C:5]([NH:6][N:10]=[C:22]([C:23](=[O:25])[CH3:24])[C:19](=[O:21])[CH3:20])=[C:4]([F:9])[CH:3]=1. The yield is 0.570. (9) The reactants are [Br:1][C:2]1[CH:3]=[C:4]2[C:10](I)=[CH:9][N:8]([S:12]([C:15]3[CH:20]=[CH:19][C:18]([CH3:21])=[CH:17][CH:16]=3)(=[O:14])=[O:13])[C:5]2=[N:6][CH:7]=1.[F:22][C:23]1[CH:28]=[CH:27][C:26](B(O)O)=[CH:25][CH:24]=1.C([O-])([O-])=O.[Na+].[Na+].CCOC(C)=O. The catalyst is CC#N.Cl[Pd](Cl)([P](C1C=CC=CC=1)(C1C=CC=CC=1)C1C=CC=CC=1)[P](C1C=CC=CC=1)(C1C=CC=CC=1)C1C=CC=CC=1. The product is [Br:1][C:2]1[CH:3]=[C:4]2[C:10]([C:26]3[CH:27]=[CH:28][C:23]([F:22])=[CH:24][CH:25]=3)=[CH:9][N:8]([S:12]([C:15]3[CH:20]=[CH:19][C:18]([CH3:21])=[CH:17][CH:16]=3)(=[O:14])=[O:13])[C:5]2=[N:6][CH:7]=1. The yield is 1.12.